This data is from Forward reaction prediction with 1.9M reactions from USPTO patents (1976-2016). The task is: Predict the product of the given reaction. (1) Given the reactants [CH2:1]([O:3][CH2:4][CH2:5][N:6]1[C:10]2[CH:11]=[CH:12][CH:13]=[CH:14][C:9]=2[N:8]=[C:7]1[N:15]1[CH2:21][CH2:20][CH2:19][NH:18][CH2:17][CH2:16]1)[CH3:2].[IH:22].C(O)C, predict the reaction product. The product is: [IH:22].[CH2:1]([O:3][CH2:4][CH2:5][N:6]1[C:10]2[CH:11]=[CH:12][CH:13]=[CH:14][C:9]=2[N:8]=[C:7]1[N:15]1[CH2:21][CH2:20][CH2:19][NH:18][CH2:17][CH2:16]1)[CH3:2]. (2) Given the reactants [Al+3].[Cl-].[Cl-].[Cl-].C(S)C.[Br:8][C:9]1[CH:10]=[C:11]([C:17]([C:19]2[C:24]3[CH:25]=[C:26]([CH2:28][CH3:29])[O:27][C:23]=3[CH:22]=[CH:21][C:20]=2[O:30]C)=[O:18])[CH:12]=[C:13]([Br:16])[C:14]=1[OH:15], predict the reaction product. The product is: [Br:16][C:13]1[CH:12]=[C:11]([C:17]([C:19]2[C:24]3[CH:25]=[C:26]([CH2:28][CH3:29])[O:27][C:23]=3[CH:22]=[CH:21][C:20]=2[OH:30])=[O:18])[CH:10]=[C:9]([Br:8])[C:14]=1[OH:15]. (3) Given the reactants [CH3:1][C:2]1([CH3:28])[CH2:27][N:6]2[C:7]3[CH:8]=[CH:9][C:10]([S:19]([N:22]4[CH2:26][CH2:25][CH2:24][CH2:23]4)(=[O:21])=[O:20])=[CH:11][C:12]=3[C:13]3(OCCC[O:14]3)[C:5]2=[N:4][CH2:3]1.CS(O)(=O)=O.[NH4+].[OH-], predict the reaction product. The product is: [CH3:1][C:2]1([CH3:28])[CH2:27][N:6]2[C:7]3[CH:8]=[CH:9][C:10]([S:19]([N:22]4[CH2:26][CH2:25][CH2:24][CH2:23]4)(=[O:20])=[O:21])=[CH:11][C:12]=3[C:13](=[O:14])[C:5]2=[N:4][CH2:3]1. (4) Given the reactants [CH3:1][S:2]([C:5]1[CH:10]=[CH:9][C:8]([CH:11]2[O:15]C(=O)[NH:13][CH:12]2[CH2:17][C:18]2[CH:23]=[CH:22][CH:21]=[C:20]([O:24][C:25]([F:30])([F:29])[CH:26]([F:28])[F:27])[CH:19]=2)=[CH:7][CH:6]=1)(=[O:4])=[O:3].[OH-].[Na+].O, predict the reaction product. The product is: [NH2:13][CH:12]([CH2:17][C:18]1[CH:23]=[CH:22][CH:21]=[C:20]([O:24][C:25]([F:30])([F:29])[CH:26]([F:28])[F:27])[CH:19]=1)[CH:11]([C:8]1[CH:7]=[CH:6][C:5]([S:2]([CH3:1])(=[O:3])=[O:4])=[CH:10][CH:9]=1)[OH:15]. (5) The product is: [CH3:1][O:2][C:3]1[CH:4]=[N:5][C:6]2[C:11]([CH:12]=1)=[CH:10][C:9]([C:13]([C:14]1[N:19]3[N:20]=[C:21]([C:24]4[CH:29]=[CH:28][CH:27]=[CH:26][CH:25]=4)[CH:22]=[CH:23][C:18]3=[N:17][N:16]=1)([CH3:31])[CH3:30])=[CH:8][CH:7]=2. Given the reactants [CH3:1][O:2][C:3]1[CH:4]=[N:5][C:6]2[C:11]([CH:12]=1)=[CH:10][C:9]([C:13]([CH3:31])([CH3:30])[C:14]([NH:16][NH:17][C:18]1[N:19]=[N:20][C:21]([C:24]3[CH:29]=[CH:28][CH:27]=[CH:26][CH:25]=3)=[CH:22][CH:23]=1)=O)=[CH:8][CH:7]=2, predict the reaction product. (6) The product is: [CH2:1]([O:8][C:9]1[CH:14]=[CH:13][N:12]([CH2:28][CH2:29][CH:30]([CH3:32])[CH3:31])[C:11](=[O:15])[CH:10]=1)[C:2]1[CH:3]=[CH:4][CH:5]=[CH:6][CH:7]=1. Given the reactants [CH2:1]([O:8][C:9]1[CH:14]=[CH:13][NH:12][C:11](=[O:15])[CH:10]=1)[C:2]1[CH:7]=[CH:6][CH:5]=[CH:4][CH:3]=1.N12CCCN=C1CCCCC2.Br[CH2:28][CH2:29][CH:30]([CH3:32])[CH3:31], predict the reaction product. (7) Given the reactants C(O[C:6](=O)[N:7]([C@@H:9]([CH3:44])[C:10]([NH:12][C@@H:13]([CH:38]1[CH2:43][CH2:42][CH2:41][CH2:40][CH2:39]1)[C:14](=[O:37])[N:15]1[C@H:20]([C:21](=[O:33])[NH:22][C@H:23]2[C:32]3[C:27](=[CH:28][CH:29]=[CH:30][CH:31]=3)[CH2:26][CH2:25][CH2:24]2)[CH2:19][N:18]2[CH2:34][CH2:35][CH2:36][C@@H:17]2[CH2:16]1)=[O:11])C)(C)(C)C, predict the reaction product. The product is: [CH:38]1([C@H:13]([NH:12][C:10](=[O:11])[C@H:9]([CH3:44])[NH:7][CH3:6])[C:14]([N:15]2[C@H:20]([C:21]([NH:22][C@H:23]3[C:32]4[C:27](=[CH:28][CH:29]=[CH:30][CH:31]=4)[CH2:26][CH2:25][CH2:24]3)=[O:33])[CH2:19][N:18]3[CH2:34][CH2:35][CH2:36][C@@H:17]3[CH2:16]2)=[O:37])[CH2:43][CH2:42][CH2:41][CH2:40][CH2:39]1. (8) Given the reactants [F:1][C:2]1[CH:23]=[CH:22][C:5]([CH2:6][N:7]2[CH2:20][CH2:19][C:11]3[CH:12]=[C:13]4[C:17](=[CH:18][C:10]=3[NH:9][C:8]2=[O:21])[NH:16][N:15]=[CH:14]4)=[CH:4][CH:3]=1.[OH-].[K+].C1C(=O)N([I:33])C(=O)C1.O, predict the reaction product. The product is: [F:1][C:2]1[CH:23]=[CH:22][C:5]([CH2:6][N:7]2[CH2:20][CH2:19][C:11]3[CH:12]=[C:13]4[C:17](=[CH:18][C:10]=3[NH:9][C:8]2=[O:21])[NH:16][N:15]=[C:14]4[I:33])=[CH:4][CH:3]=1. (9) Given the reactants [N:1]1([C:6]2[CH:7]=[C:8]3[C:13](=[CH:14][C:15]=2[C:16]([F:19])([F:18])[F:17])[NH:12][C:11](=[O:20])[N:10]([NH:21][S:22]([CH3:25])(=[O:24])=[O:23])[C:9]3=[O:26])[CH:5]=[CH:4][N:3]=[CH:2]1.C(N(C(C)C)CC)(C)C.[CH2:36]([O:38][C:39](=[O:45])[CH2:40][CH2:41][C:42](Cl)=[O:43])[CH3:37], predict the reaction product. The product is: [CH2:36]([O:38][C:39](=[O:45])[CH2:40][CH2:41][C:42]([N:21]([N:10]1[C:9](=[O:26])[C:8]2[C:13](=[CH:14][C:15]([C:16]([F:18])([F:19])[F:17])=[C:6]([N:1]3[CH:5]=[CH:4][N:3]=[CH:2]3)[CH:7]=2)[NH:12][C:11]1=[O:20])[S:22]([CH3:25])(=[O:23])=[O:24])=[O:43])[CH3:37]. (10) Given the reactants [CH:1]1[CH:2]=[CH:3][C:4]2[NH:11][C:9](=[O:10])[CH:8]=[C:7]([CH2:12][CH:13]([NH:17][C:18]([C:20]3[CH:21]=[CH:22][C:23]([Cl:26])=[CH:24][CH:25]=3)=[O:19])[C:14]([OH:16])=[O:15])[C:5]=2[CH:6]=1.Cl[CH2:28][C:29]1[S:30][C:31]2[CH:37]=[CH:36][CH:35]=[CH:34][C:32]=2[N:33]=1, predict the reaction product. The product is: [Cl:26][C:23]1[CH:24]=[CH:25][C:20]([C:18]([NH:17][CH:13]([CH2:12][C:7]2[C:5]3[C:4](=[CH:3][CH:2]=[CH:1][CH:6]=3)[NH:11][C:9](=[O:10])[CH:8]=2)[C:14]([O:16][CH2:28][C:29]2[S:30][C:31]3[CH:37]=[CH:36][CH:35]=[CH:34][C:32]=3[N:33]=2)=[O:15])=[O:19])=[CH:21][CH:22]=1.